This data is from Forward reaction prediction with 1.9M reactions from USPTO patents (1976-2016). The task is: Predict the product of the given reaction. (1) Given the reactants C(N(CC)CC)C.[CH3:8][O:9][CH:10]([O:20][CH3:21])[C:11]1[CH:19]=[CH:18][C:14](C(O)=O)=[CH:13][CH:12]=1.ClC([O:25][CH2:26]C)=O.[NH2:28][NH2:29], predict the reaction product. The product is: [CH3:21][O:20][CH:10]([C:11]1[CH:12]=[CH:13][CH:14]=[CH:18][C:19]=1[C:26]([NH:28][NH2:29])=[O:25])[O:9][CH3:8]. (2) The product is: [CH2:22]([O:23][C:25](=[O:27])/[CH:26]=[CH:19]/[C:12]1[C:13]2[CH2:14][CH2:15][CH2:16][CH2:17][C:18]=2[C:9]([O:8][CH2:1][C:2]2[CH:3]=[CH:4][CH:5]=[CH:6][CH:7]=2)=[CH:10][CH:11]=1)[CH3:21]. Given the reactants [CH2:1]([O:8][C:9]1[C:18]2[CH2:17][CH2:16][CH2:15][CH2:14][C:13]=2[C:12]([CH:19]=O)=[CH:11][CH:10]=1)[C:2]1[CH:7]=[CH:6][CH:5]=[CH:4][CH:3]=1.[CH3:21][CH2:22][O-:23].[Na+].[CH2:25]([OH:27])[CH3:26], predict the reaction product. (3) Given the reactants [F:1][C:2]([F:7])([F:6])[C:3]([OH:5])=[O:4].[C:8]([C:11]1[CH:30]=[CH:29][C:14]([O:15][C:16]([C:18]2[S:22][C:21]([CH2:23][CH2:24][C:25]([OH:27])=O)=[C:20]([CH3:28])[CH:19]=2)=[O:17])=[CH:13][CH:12]=1)(=[NH:10])[NH2:9].CCN=C=N[CH2:36][CH2:37][CH2:38][N:39]([CH3:41])C.Cl, predict the reaction product. The product is: [F:1][C:2]([F:7])([F:6])[C:3]([OH:5])=[O:4].[F:1][C:2]([F:7])([F:6])[C:3]([OH:5])=[O:4].[CH2:38]([N:39]([C:25](=[O:27])[CH2:24][CH2:23][C:21]1[S:22][C:18]([C:16]([O:15][C:14]2[CH:13]=[CH:12][C:11]([C:8](=[NH:10])[NH2:9])=[CH:30][CH:29]=2)=[O:17])=[CH:19][C:20]=1[CH3:28])[CH2:41][C:3]([OH:5])=[O:4])[CH:37]=[CH2:36]. (4) The product is: [CH3:27][Si:26]([C:24]#[C:25][C:2]1[N:6]2[C:7]3[C:12]([N:13]=[C:14]([NH:15][CH2:16][CH2:17][CH2:18][OH:19])[C:5]2=[N:4][CH:3]=1)=[CH:11][C:10]([C:20]([F:23])([F:22])[F:21])=[CH:9][CH:8]=3)([CH3:29])[CH3:28]. Given the reactants Br[C:2]1[N:6]2[C:7]3[C:12]([N:13]=[C:14]([NH:15][CH2:16][CH2:17][CH2:18][OH:19])[C:5]2=[N:4][CH:3]=1)=[CH:11][C:10]([C:20]([F:23])([F:22])[F:21])=[CH:9][CH:8]=3.[C:24]([Si:26]([CH3:29])([CH3:28])[CH3:27])#[CH:25].C(Cl)Cl.[Cl-].[NH4+], predict the reaction product. (5) Given the reactants [Br:1][C:2]1[C:14]([F:15])=[CH:13][C:5]([C:6]([N:8]2[CH2:12][CH2:11][CH2:10][CH2:9]2)=O)=[C:4]([Cl:16])[CH:3]=1.B.C1COCC1, predict the reaction product. The product is: [Br:1][C:2]1[C:14]([F:15])=[CH:13][C:5]([CH2:6][N:8]2[CH2:12][CH2:11][CH2:10][CH2:9]2)=[C:4]([Cl:16])[CH:3]=1.